This data is from Catalyst prediction with 721,799 reactions and 888 catalyst types from USPTO. The task is: Predict which catalyst facilitates the given reaction. Reactant: [CH3:1][O:2][C:3]([CH:5]1[CH2:9][CH:8]([NH2:10])[CH2:7][N:6]1[CH2:11][C:12]1[CH:17]=[CH:16][CH:15]=[CH:14][CH:13]=1)=[O:4].[CH:18](=O)[C:19]1[CH:24]=[CH:23][CH:22]=[CH:21][CH:20]=1.[O-]S([O-])(=O)=O.[Mg+2].[BH3-]C#N.[Na+].C[C:37]([OH:39])=[O:38]. Product: [CH3:1][O:2][C:3]([CH:5]1[CH2:9][CH:8]([N:10]([C:37]([O:39][C:12]([CH3:17])([CH3:13])[CH3:11])=[O:38])[CH2:18][C:19]2[CH:24]=[CH:23][CH:22]=[CH:21][CH:20]=2)[CH2:7][N:6]1[CH2:11][C:12]1[CH:17]=[CH:16][CH:15]=[CH:14][CH:13]=1)=[O:4]. The catalyst class is: 2.